This data is from Retrosynthesis with 50K atom-mapped reactions and 10 reaction types from USPTO. The task is: Predict the reactants needed to synthesize the given product. (1) Given the product CC(C)c1nc2cnc3ccccc3c2n1C, predict the reactants needed to synthesize it. The reactants are: CC(C)C(=O)O.CNc1c(N)cnc2ccccc12. (2) The reactants are: CS(=O)(=O)Cl.Cn1c(C#N)ccc1-c1ccc(N)c(C#N)c1. Given the product Cn1c(C#N)ccc1-c1ccc(NS(C)(=O)=O)c(C#N)c1, predict the reactants needed to synthesize it.